This data is from Reaction yield outcomes from USPTO patents with 853,638 reactions. The task is: Predict the reaction yield, written as a fraction of the theoretical maximum amount of product (1.0 means a 100% yield; for example, 0.34 means a 34% yield). (1) The yield is 0.460. The reactants are [CH3:1][N:2]([CH3:28])[C:3]([C:5]1[N:10]=[C:9]2[C:11]([CH2:15]O)=[C:12]([CH3:14])[NH:13][C:8]2=[C:7]([NH:17][CH2:18][C:19]2[C:24]([CH3:25])=[CH:23][CH:22]=[CH:21][C:20]=2[CH2:26][CH3:27])[CH:6]=1)=[O:4].[H][H]. The product is [CH3:28][N:2]([CH3:1])[C:3]([C:5]1[N:10]=[C:9]2[C:11]([CH3:15])=[C:12]([CH3:14])[NH:13][C:8]2=[C:7]([NH:17][CH2:18][C:19]2[C:24]([CH3:25])=[CH:23][CH:22]=[CH:21][C:20]=2[CH2:26][CH3:27])[CH:6]=1)=[O:4]. The catalyst is C(O)(=O)C.[Pd]. (2) The product is [Cl:1][C:2]1[N:7]=[C:6]([C:16]2[CH:15]=[CH:14][CH:13]=[C:12]([N+:9]([O-:11])=[O:10])[CH:17]=2)[CH:5]=[CH:4][N:3]=1. The yield is 0.390. The catalyst is C(COC)OC.C1C=CC([P]([Pd]([P](C2C=CC=CC=2)(C2C=CC=CC=2)C2C=CC=CC=2)([P](C2C=CC=CC=2)(C2C=CC=CC=2)C2C=CC=CC=2)[P](C2C=CC=CC=2)(C2C=CC=CC=2)C2C=CC=CC=2)(C2C=CC=CC=2)C2C=CC=CC=2)=CC=1. The reactants are [Cl:1][C:2]1[N:7]=[C:6](Cl)[CH:5]=[CH:4][N:3]=1.[N+:9]([C:12]1[CH:13]=[C:14](B(O)O)[CH:15]=[CH:16][CH:17]=1)([O-:11])=[O:10].C(=O)([O-])[O-].[Na+].[Na+].C(OCC)(=O)C. (3) The reactants are O=C1C2C(=CC=CC=2)C(=O)[N:3]1[O:12][CH2:13][CH:14]1[CH2:19][CH2:18][CH2:17][CH2:16][N:15]1[C:20]([O:22][C:23]([CH3:26])([CH3:25])[CH3:24])=[O:21].O.CNN. The catalyst is CO. The product is [NH2:3][O:12][CH2:13][CH:14]1[CH2:19][CH2:18][CH2:17][CH2:16][N:15]1[C:20]([O:22][C:23]([CH3:26])([CH3:25])[CH3:24])=[O:21]. The yield is 0.530. (4) The reactants are [Br:1][C:2]1[C:7]([CH2:8][CH:9]=[O:10])=[CH:6][CH:5]=[CH:4][N:3]=1.[Cl:11][C:12]1[CH:13]=[C:14]([Mg]Cl)[CH:15]=[CH:16][CH:17]=1.[Cl-].[NH4+]. The catalyst is C1COCC1. The product is [Br:1][C:2]1[C:7]([CH2:8][CH:9]([C:16]2[CH:15]=[CH:14][CH:13]=[C:12]([Cl:11])[CH:17]=2)[OH:10])=[CH:6][CH:5]=[CH:4][N:3]=1. The yield is 0.350. (5) The reactants are [N:1]1[C:10]2[C:5](=[CH:6][C:7]([OH:11])=[CH:8][CH:9]=2)[N:4]=[CH:3][CH:2]=1.C([Mg]Cl)(C)C.[C:17]1([CH:23]([C:35]2[CH:40]=[CH:39][CH:38]=[CH:37][CH:36]=2)[N:24]2[C:32]3[C:27](=[CH:28][CH:29]=[CH:30][CH:31]=3)[C:26](=[O:33])[C:25]2=[O:34])[CH:22]=[CH:21][CH:20]=[CH:19][CH:18]=1. The catalyst is O1CCCC1. The product is [C:35]1([CH:23]([C:17]2[CH:22]=[CH:21][CH:20]=[CH:19][CH:18]=2)[N:24]2[C:32]3[C:27](=[CH:28][CH:29]=[CH:30][CH:31]=3)[C:26]([OH:33])([C:8]3[CH:9]=[C:10]4[C:5](=[CH:6][C:7]=3[OH:11])[N:4]=[CH:3][CH:2]=[N:1]4)[C:25]2=[O:34])[CH:36]=[CH:37][CH:38]=[CH:39][CH:40]=1. The yield is 0.340. (6) The reactants are [CH2:1]([C:8]1[CH:13]=[CH:12][C:11]([N:14]2[CH2:19][CH2:18][CH:17]([CH2:20][C:21]3[N:26]=[C:25]([C:27]([NH:29][CH2:30][C:31]([O:33][CH2:34][CH3:35])=[O:32])=[O:28])[C:24]([OH:36])=[C:23]([CH3:37])[N:22]=3)[CH2:16][CH2:15]2)=[CH:10][CH:9]=1)[C:2]1[CH:7]=[CH:6][CH:5]=[CH:4][CH:3]=1.[Br:38]N1C(=O)CCC1=O.C(=O)([O-])O.[Na+]. The catalyst is CN(C)C=O. The product is [CH2:1]([C:8]1[CH:9]=[CH:10][C:11]([N:14]2[CH2:19][CH2:18][CH:17]([CH2:20][C:21]3[N:26]=[C:25]([C:27]([NH:29][CH2:30][C:31]([O:33][CH2:34][CH3:35])=[O:32])=[O:28])[C:24]([OH:36])=[C:23]([CH3:37])[N:22]=3)[CH2:16][CH2:15]2)=[C:12]([Br:38])[CH:13]=1)[C:2]1[CH:7]=[CH:6][CH:5]=[CH:4][CH:3]=1. The yield is 0.310. (7) The reactants are [NH2:1][C:2]1[CH:10]=[CH:9][C:5]2[N:6]=[CH:7][S:8][C:4]=2[CH:3]=1.[Br:11]Br.CCOC(C)=O.CCCCCC. The catalyst is CC(O)=O.CCOC(C)=O. The product is [Br:11][C:3]1[C:4]2[S:8][CH:7]=[N:6][C:5]=2[CH:9]=[CH:10][C:2]=1[NH2:1]. The yield is 0.800. (8) The reactants are [CH2:1]([OH:13])[CH2:2][CH2:3][CH2:4][CH2:5][CH2:6][CH2:7][CH2:8][CH2:9][CH2:10][CH2:11][CH3:12].C(N(CC)CC)C.[Br:21][CH:22]([CH3:26])[C:23](Br)=[O:24]. The catalyst is C1(C)C=CC=CC=1. The product is [Br:21][CH:22]([CH3:26])[C:23]([O:13][CH2:1][CH2:2][CH2:3][CH2:4][CH2:5][CH2:6][CH2:7][CH2:8][CH2:9][CH2:10][CH2:11][CH3:12])=[O:24]. The yield is 0.940.